From a dataset of Full USPTO retrosynthesis dataset with 1.9M reactions from patents (1976-2016). Predict the reactants needed to synthesize the given product. (1) Given the product [OH:42][CH2:41][C:38]1[CH:37]=[CH:36][C:35]([NH:34][C:33](=[O:43])[C@@H:28]([NH:27][C:26](=[O:44])[C@@H:18]([NH2:17])[CH2:19][C:20]2[CH:21]=[CH:22][CH:23]=[CH:24][CH:25]=2)[CH2:29][CH2:30][CH2:31][CH3:32])=[CH:40][CH:39]=1, predict the reactants needed to synthesize it. The reactants are: C1C2C(COC(=O)[NH:17][C@H:18]([C:26](=[O:44])[NH:27][C@H:28]([C:33](=[O:43])[NH:34][C:35]3[CH:40]=[CH:39][C:38]([CH2:41][OH:42])=[CH:37][CH:36]=3)[CH2:29][CH2:30][CH2:31][CH3:32])[CH2:19][C:20]3[CH:25]=[CH:24][CH:23]=[CH:22][CH:21]=3)C3C(=CC=CC=3)C=2C=CC=1.C(NCC)C. (2) Given the product [C:1]([NH:5][S:6]([C:9]1([CH2:13][CH3:14])[CH2:11][CH2:10]1)(=[O:8])=[O:7])([CH3:4])([CH3:3])[CH3:2], predict the reactants needed to synthesize it. The reactants are: [C:1]([NH:5][S:6]([CH2:9][CH2:10][CH2:11]Cl)(=[O:8])=[O:7])([CH3:4])([CH3:3])[CH3:2].[CH2:13](I)[CH3:14].C(NS(C1(C)CC1)(=O)=O)(C)(C)C. (3) The reactants are: [F:1][C:2]1[CH:7]=[C:6](I)[CH:5]=[CH:4][C:3]=1[NH:9][CH:10]=[O:11].C([O-])(=O)C.[K+].Br[C:18]1[CH:34]=[CH:33][C:21]([C:22]([C@@H:24]2[CH2:28][CH2:27][CH2:26][C@H:25]2[C:29]([O:31][CH3:32])=[O:30])=[O:23])=[CH:20][CH:19]=1.C(=O)([O-])[O-].[Cs+].[Cs+]. Given the product [F:1][C:2]1[CH:7]=[C:6]([C:18]2[CH:19]=[CH:20][C:21]([C:22]([CH:24]3[CH2:28][CH2:27][CH2:26][CH:25]3[C:29]([O:31][CH3:32])=[O:30])=[O:23])=[CH:33][CH:34]=2)[CH:5]=[CH:4][C:3]=1[NH:9][CH:10]=[O:11], predict the reactants needed to synthesize it.